Dataset: Full USPTO retrosynthesis dataset with 1.9M reactions from patents (1976-2016). Task: Predict the reactants needed to synthesize the given product. (1) The reactants are: Cl[CH2:2][CH2:3][C:4]1[CH:13]=[CH:12][C:7]2[O:8][CH2:9][CH2:10][O:11][C:6]=2[CH:5]=1.[I-:14].[Na+]. Given the product [I:14][CH2:2][CH2:3][C:4]1[CH:13]=[CH:12][C:7]2[O:8][CH2:9][CH2:10][O:11][C:6]=2[CH:5]=1, predict the reactants needed to synthesize it. (2) Given the product [NH2:1][C:4]1[CH:5]=[C:6]([C@:10]23[CH2:19][CH2:18][O:17][CH2:16][CH:15]2[CH2:14][S:13][C:12]([NH:20][C:21](=[O:27])[O:22][C:23]([CH3:25])([CH3:24])[CH3:26])=[N:11]3)[CH:7]=[CH:8][CH:9]=1, predict the reactants needed to synthesize it. The reactants are: [N:1]([C:4]1[CH:5]=[C:6]([C@:10]23[CH2:19][CH2:18][O:17][CH2:16][CH:15]2[CH2:14][S:13][C:12]([NH:20][C:21](=[O:27])[O:22][C:23]([CH3:26])([CH3:25])[CH3:24])=[N:11]3)[CH:7]=[CH:8][CH:9]=1)=[N+]=[N-]. (3) Given the product [CH2:1]([C@H:8]1[CH2:12][O:11][C:10](=[O:13])[N:9]1[C:14](=[O:33])[C@@H:15]([O:25][C:26]1[CH:31]=[CH:30][C:29]([F:32])=[CH:28][CH:27]=1)[CH2:16][C:17]1[CH:22]=[CH:21][C:20]([OH:23])=[CH:19][CH:18]=1)[C:2]1[CH:7]=[CH:6][CH:5]=[CH:4][CH:3]=1, predict the reactants needed to synthesize it. The reactants are: [CH2:1]([C@H:8]1[CH2:12][O:11][C:10](=[O:13])[N:9]1[C:14](=[O:33])[C@@H:15]([O:25][C:26]1[CH:31]=[CH:30][C:29]([F:32])=[CH:28][CH:27]=1)[C@H:16](O)[C:17]1[CH:22]=[CH:21][C:20]([OH:23])=[CH:19][CH:18]=1)[C:2]1[CH:7]=[CH:6][CH:5]=[CH:4][CH:3]=1.C([SiH](CC)CC)C. (4) Given the product [CH2:41]([N:8]1[CH:1]2[CH2:7][CH2:6][CH:5]1[CH2:4][CH:3]([CH:9]1[C:22]3[CH:21]=[CH:20][C:19]([C:23]4[CH:28]=[CH:27][CH:26]=[CH:25][C:24]=4[NH:29][C:30](=[O:32])[CH3:31])=[CH:18][C:17]=3[O:16][C:15]3[C:10]1=[CH:11][CH:12]=[CH:13][CH:14]=3)[CH2:2]2)[CH:40]=[CH2:39], predict the reactants needed to synthesize it. The reactants are: [CH:1]12[NH:8][CH:5]([CH2:6][CH2:7]1)[CH2:4][CH:3]([CH:9]1[C:22]3[CH:21]=[CH:20][C:19]([C:23]4[CH:28]=[CH:27][CH:26]=[CH:25][C:24]=4[NH:29][C:30](=[O:32])[CH3:31])=[CH:18][C:17]=3[O:16][C:15]3[C:10]1=[CH:11][CH:12]=[CH:13][CH:14]=3)[CH2:2]2.C(=O)([O-])[O-].[K+].[K+].[CH2:39](Br)[CH:40]=[CH2:41]. (5) Given the product [CH3:23][N:24]([CH2:25][CH:26]1[CH2:27][CH2:28][N:29]([C:32]([O:34][C:35]([CH3:38])([CH3:37])[CH3:36])=[O:33])[CH2:30][CH2:31]1)[C:20](=[O:21])/[CH:19]=[CH:18]/[C:9]1[CH:10]=[CH:11][C:12]([C:14]([F:15])([F:16])[F:17])=[CH:13][C:8]=1[CH2:7][N:5]1[N:4]=[N:3][C:2]([CH3:1])=[N:6]1, predict the reactants needed to synthesize it. The reactants are: [CH3:1][C:2]1[N:3]=[N:4][N:5]([CH2:7][C:8]2[CH:13]=[C:12]([C:14]([F:17])([F:16])[F:15])[CH:11]=[CH:10][C:9]=2/[CH:18]=[CH:19]/[C:20](O)=[O:21])[N:6]=1.[CH3:23][NH:24][CH2:25][CH:26]1[CH2:31][CH2:30][N:29]([C:32]([O:34][C:35]([CH3:38])([CH3:37])[CH3:36])=[O:33])[CH2:28][CH2:27]1.C(N(CC)CC)C.C(P1(=O)OP(CCC)(=O)OP(CCC)(=O)O1)CC. (6) Given the product [CH3:1][C@@H:2]1[CH2:7][N:6]([C:27]([O:29][C:30]([CH3:33])([CH3:32])[CH3:31])=[O:28])[C:5](=[O:8])/[C:4](=[CH:9]/[C:10]2[N:11]=[CH:12][N:13]([C@H:15]3[CH2:20][CH2:19][C@H:18]([CH3:21])[CH2:17][CH2:16]3)[CH:14]=2)/[CH2:3]1, predict the reactants needed to synthesize it. The reactants are: [CH3:1][C@@H:2]1[CH2:7][NH:6][C:5](=[O:8])/[C:4](=[CH:9]/[C:10]2[N:11]=[CH:12][N:13]([C@H:15]3[CH2:20][CH2:19][C@H:18]([CH3:21])[CH2:17][CH2:16]3)[CH:14]=2)/[CH2:3]1.[Li]CCCC.[C:27](O[C:27]([O:29][C:30]([CH3:33])([CH3:32])[CH3:31])=[O:28])([O:29][C:30]([CH3:33])([CH3:32])[CH3:31])=[O:28].O. (7) Given the product [CH2:3]([O:14][C:15]1[CH:16]=[C:17]([CH:22]=[CH:23][CH:24]=1)[C:18]([OH:20])=[O:19])[CH2:4][CH2:5][CH2:6][CH2:7][CH2:8][CH2:9][CH2:10][CH2:11][CH2:12][CH3:13], predict the reactants needed to synthesize it. The reactants are: [OH-].[Na+].[CH2:3]([O:14][C:15]1[CH:16]=[C:17]([CH:22]=[CH:23][CH:24]=1)[C:18]([O:20]C)=[O:19])[CH2:4][CH2:5][CH2:6][CH2:7][CH2:8][CH2:9][CH2:10][CH2:11][CH2:12][CH3:13].